From a dataset of Forward reaction prediction with 1.9M reactions from USPTO patents (1976-2016). Predict the product of the given reaction. The product is: [CH3:33][O:32][C:29]1[CH:30]=[CH:31][C:26]([CH2:25][CH2:24][CH2:23][CH2:22][C:11]#[C:10][Si:7]([CH3:9])([CH3:8])[CH3:6])=[C:27]([CH3:34])[CH:28]=1. Given the reactants C([Li])CCC.[CH3:6][Si:7]([C:10]#[CH:11])([CH3:9])[CH3:8].CN1C(=O)N(C)CCC1.I[CH2:22][CH2:23][CH2:24][CH2:25][C:26]1[CH:31]=[CH:30][C:29]([O:32][CH3:33])=[CH:28][C:27]=1[CH3:34].[Cl-].[NH4+], predict the reaction product.